This data is from NCI-60 drug combinations with 297,098 pairs across 59 cell lines. The task is: Regression. Given two drug SMILES strings and cell line genomic features, predict the synergy score measuring deviation from expected non-interaction effect. (1) Drug 1: C1=NC2=C(N1)C(=S)N=CN2. Drug 2: CC1C(C(CC(O1)OC2CC(CC3=C2C(=C4C(=C3O)C(=O)C5=CC=CC=C5C4=O)O)(C(=O)C)O)N)O. Cell line: A549. Synergy scores: CSS=52.6, Synergy_ZIP=-3.13, Synergy_Bliss=-3.18, Synergy_Loewe=-15.7, Synergy_HSA=-0.246. (2) Synergy scores: CSS=31.5, Synergy_ZIP=-4.98, Synergy_Bliss=0.723, Synergy_Loewe=-29.8, Synergy_HSA=0.475. Drug 1: C1C(C(OC1N2C=C(C(=O)NC2=O)F)CO)O. Drug 2: COC1=C2C(=CC3=C1OC=C3)C=CC(=O)O2. Cell line: SF-295. (3) Drug 1: CCC1=CC2CC(C3=C(CN(C2)C1)C4=CC=CC=C4N3)(C5=C(C=C6C(=C5)C78CCN9C7C(C=CC9)(C(C(C8N6C)(C(=O)OC)O)OC(=O)C)CC)OC)C(=O)OC.C(C(C(=O)O)O)(C(=O)O)O. Drug 2: C1CC(C1)(C(=O)O)C(=O)O.[NH2-].[NH2-].[Pt+2]. Cell line: 786-0. Synergy scores: CSS=52.1, Synergy_ZIP=-1.14, Synergy_Bliss=-1.24, Synergy_Loewe=-5.81, Synergy_HSA=2.61. (4) Drug 1: CC1CCC2CC(C(=CC=CC=CC(CC(C(=O)C(C(C(=CC(C(=O)CC(OC(=O)C3CCCCN3C(=O)C(=O)C1(O2)O)C(C)CC4CCC(C(C4)OC)O)C)C)O)OC)C)C)C)OC. Drug 2: B(C(CC(C)C)NC(=O)C(CC1=CC=CC=C1)NC(=O)C2=NC=CN=C2)(O)O. Cell line: T-47D. Synergy scores: CSS=56.3, Synergy_ZIP=-1.28, Synergy_Bliss=-0.733, Synergy_Loewe=-0.662, Synergy_HSA=2.07. (5) Drug 1: CC1=C(C(=CC=C1)Cl)NC(=O)C2=CN=C(S2)NC3=CC(=NC(=N3)C)N4CCN(CC4)CCO. Drug 2: C1=NC2=C(N1)C(=S)N=CN2. Cell line: NCI/ADR-RES. Synergy scores: CSS=22.9, Synergy_ZIP=3.01, Synergy_Bliss=2.79, Synergy_Loewe=-2.47, Synergy_HSA=-0.00111. (6) Drug 1: C(CN)CNCCSP(=O)(O)O. Drug 2: CCC1(C2=C(COC1=O)C(=O)N3CC4=CC5=C(C=CC(=C5CN(C)C)O)N=C4C3=C2)O.Cl. Cell line: U251. Synergy scores: CSS=33.1, Synergy_ZIP=-0.457, Synergy_Bliss=-3.68, Synergy_Loewe=-41.7, Synergy_HSA=-5.16.